From a dataset of Catalyst prediction with 721,799 reactions and 888 catalyst types from USPTO. Predict which catalyst facilitates the given reaction. (1) Product: [F:1][C:2]1[CH:7]=[CH:6][CH:5]=[C:4]([F:8])[C:3]=1[C:9]1[O:10][C:11]([C:17]2[CH:18]=[CH:19][C:20]([O:23][CH2:25][CH:26]3[CH2:31][CH2:30][NH:29][CH2:28][CH2:27]3)=[CH:21][CH:22]=2)=[C:12]([C:14]([NH2:16])=[O:15])[N:13]=1. The catalyst class is: 19. Reactant: [F:1][C:2]1[CH:7]=[CH:6][CH:5]=[C:4]([F:8])[C:3]=1[C:9]1[O:10][C:11]([C:17]2[CH:22]=[CH:21][C:20]([OH:23])=[CH:19][CH:18]=2)=[C:12]([C:14]([NH2:16])=[O:15])[N:13]=1.Br[CH2:25][CH:26]1[CH2:31][CH2:30][N:29](C(OCC2C=CC=CC=2)=O)[CH2:28][CH2:27]1. (2) Reactant: [O:1]1[CH2:4][CH:3]([OH:5])[CH2:2]1.[H-].[Na+].[CH3:8][O:9][C:10](=[O:19])[C:11]1[C:16](Cl)=[CH:15][C:14]([Cl:18])=[N:13][CH:12]=1. Product: [CH3:8][O:9][C:10](=[O:19])[C:11]1[C:16]([O:5][CH:3]2[CH2:4][O:1][CH2:2]2)=[CH:15][C:14]([Cl:18])=[N:13][CH:12]=1. The catalyst class is: 1. (3) Reactant: [C:1]([N:5]([CH2:13][CH2:14][O:15][CH2:16][C:17]#[C:18][C:19]1[S:23][CH:22]=[N:21][CH:20]=1)[C:6](=[O:12])[C:7]([O:9]CC)=[O:8])([CH3:4])([CH3:3])[CH3:2].[OH-].[K+].Cl. Product: [C:1]([N:5]([CH2:13][CH2:14][O:15][CH2:16][C:17]#[C:18][C:19]1[S:23][CH:22]=[N:21][CH:20]=1)[C:6](=[O:12])[C:7]([OH:9])=[O:8])([CH3:4])([CH3:2])[CH3:3]. The catalyst class is: 38. (4) Reactant: C[SiH](C)CCC(F)(C=C)C(F)F.[B:13]([CH2:22][CH2:23][CH2:24][CH3:25])([CH2:18][CH2:19][CH2:20][CH3:21])[CH2:14][CH2:15][CH2:16][CH3:17].[O:26]=[O:27]. Product: [B:13]([CH2:18][CH2:19][CH2:20][CH3:21])([CH2:22][CH2:23][CH2:24][CH3:25])[CH2:14][CH2:15][CH2:16][CH3:17].[O:26]=[O:27]. The catalyst class is: 2. (5) Product: [CH2:15]([N:11]1[C:10]2[CH:9]=[C:8]([C:22]3[C:23]([CH3:28])=[N:24][O:25][C:26]=3[CH3:27])[CH:7]=[C:6]([C:29]([NH2:31])=[O:30])[C:5]=2[C:4]2[C:12]1=[CH:13][CH:14]=[C:2]([NH:1][CH2:33][CH2:34][F:35])[CH:3]=2)[C:16]1[CH:17]=[CH:18][CH:19]=[CH:20][CH:21]=1. The catalyst class is: 3. Reactant: [NH2:1][C:2]1[CH:3]=[C:4]2[C:12](=[CH:13][CH:14]=1)[N:11]([CH2:15][C:16]1[CH:21]=[CH:20][CH:19]=[CH:18][CH:17]=1)[C:10]1[CH:9]=[C:8]([C:22]3[C:23]([CH3:28])=[N:24][O:25][C:26]=3[CH3:27])[CH:7]=[C:6]([C:29]([NH2:31])=[O:30])[C:5]2=1.Br[CH2:33][CH2:34][F:35].C(=O)([O-])[O-].[Na+].[Na+]. (6) Reactant: [CH3:1][O:2][C:3]1[CH:4]=[C:5]2[C:10](=[CH:11][CH:12]=1)[CH2:9][N:8](C[N:8]1[CH2:7][CH2:6][C:5]3[C:10](=[CH:11][CH:12]=[C:3]([O:2][CH3:1])[CH:4]=3)[CH2:9]1)[CH2:7][CH2:6]2.[ClH:26]. Product: [ClH:26].[CH3:1][O:2][C:3]1[CH:4]=[C:5]2[C:10](=[CH:11][CH:12]=1)[CH2:9][NH:8][CH2:7][CH2:6]2. The catalyst class is: 41. (7) Reactant: [NH2:1][C@H:2]([C:5]([OH:7])=[O:6])[CH2:3][OH:4].[OH-].[Na+].[CH:10](=O)[C:11]1[CH:16]=[CH:15][CH:14]=[CH:13][CH:12]=1.[BH4-].[Na+]. Product: [CH2:10]([NH:1][C@H:2]([C:5]([OH:7])=[O:6])[CH2:3][OH:4])[C:11]1[CH:16]=[CH:15][CH:14]=[CH:13][CH:12]=1. The catalyst class is: 27. (8) Product: [C:1]1([CH2:7][CH2:8][CH2:9][CH:10]([NH:20][C:21]([CH:23]2[CH2:28][CH2:27][CH2:26][CH2:25][NH:24]2)=[O:22])[CH2:11][CH2:12][CH2:13][C:14]2[CH:19]=[CH:18][CH:17]=[CH:16][CH:15]=2)[CH:2]=[CH:3][CH:4]=[CH:5][CH:6]=1. Reactant: [C:1]1([CH2:7][CH2:8][CH2:9][CH:10]([NH:20][C:21]([CH:23]2[CH2:28][CH2:27][CH2:26][CH2:25][N:24]2C(OC(C)(C)C)=O)=[O:22])[CH2:11][CH2:12][CH2:13][C:14]2[CH:19]=[CH:18][CH:17]=[CH:16][CH:15]=2)[CH:6]=[CH:5][CH:4]=[CH:3][CH:2]=1.FC(F)(F)C(O)=O. The catalyst class is: 2. (9) Reactant: [F:1][C:2]1[CH:22]=[CH:21][CH:20]=[C:19]([F:23])[C:3]=1[CH2:4][O:5][C:6]1[C:7]2[N:8]([C:12]([C:16](O)=[O:17])=[C:13]([CH3:15])[N:14]=2)[CH:9]=[CH:10][CH:11]=1.Cl.[NH2:25][CH:26]([C:31]([O:33][CH3:34])=[O:32])[CH2:27][CH2:28][CH2:29][CH3:30].F[B-](F)(F)F.CN([CH+]N(C)C)C.CN1CCOCC1. Product: [F:1][C:2]1[CH:22]=[CH:21][CH:20]=[C:19]([F:23])[C:3]=1[CH2:4][O:5][C:6]1[C:7]2[N:8]([C:12]([C:16]([NH:25][C@@H:26]([C:31]([O:33][CH3:34])=[O:32])[CH2:27][CH2:28][CH2:29][CH3:30])=[O:17])=[C:13]([CH3:15])[N:14]=2)[CH:9]=[CH:10][CH:11]=1. The catalyst class is: 4.